This data is from Tyrosyl-DNA phosphodiesterase HTS with 341,365 compounds. The task is: Binary Classification. Given a drug SMILES string, predict its activity (active/inactive) in a high-throughput screening assay against a specified biological target. (1) The compound is S(=O)(=O)(Nc1ccc(C(=O)NCC2OCCC2)cc1)c1ccccc1. The result is 0 (inactive). (2) The drug is Clc1c(N2CCN(CC2)C(=O)c2ccc(C(C)C)cc2)cnn(c1=O)C. The result is 0 (inactive). (3) The drug is S(=O)(=O)(N(CC(=O)NCc1c(cccc1)C)c1ccc(OCC)cc1)C. The result is 0 (inactive). (4) The compound is O(C(=O)C(NC(=O)Cn1ccc(nc1=O)NC(OCc1ccccc1)=O)Cc1ccc(O)cc1)C. The result is 0 (inactive).